This data is from Peptide-MHC class II binding affinity with 134,281 pairs from IEDB. The task is: Regression. Given a peptide amino acid sequence and an MHC pseudo amino acid sequence, predict their binding affinity value. This is MHC class II binding data. (1) The peptide sequence is LIINWLQEALSSASL. The MHC is HLA-DQA10102-DQB10602 with pseudo-sequence HLA-DQA10102-DQB10602. The binding affinity (normalized) is 0.300. (2) The binding affinity (normalized) is 0.150. The peptide sequence is EISTNIRQAGVQYSR. The MHC is HLA-DPA10301-DPB10402 with pseudo-sequence HLA-DPA10301-DPB10402. (3) The peptide sequence is AAVGATPEAKFDSFV. The MHC is HLA-DPA10103-DPB10201 with pseudo-sequence HLA-DPA10103-DPB10201. The binding affinity (normalized) is 0.252.